This data is from Reaction yield outcomes from USPTO patents with 853,638 reactions. The task is: Predict the reaction yield, written as a fraction of the theoretical maximum amount of product (1.0 means a 100% yield; for example, 0.34 means a 34% yield). (1) The reactants are [Br:1][C:2]1[CH:7]=[C:6]([NH2:8])[CH:5]=[C:4]([Br:9])[N:3]=1.N1C=CC=CC=1.[C:16](OC(=O)C)(=[O:18])[CH3:17].CO. The catalyst is CN(C1C=CN=CC=1)C.C1COCC1. The product is [Br:1][C:2]1[CH:7]=[C:6]([NH:8][C:16](=[O:18])[CH3:17])[CH:5]=[C:4]([Br:9])[N:3]=1. The yield is 0.940. (2) The reactants are [C:1]([C:5]1[Se:13][C:12]2[C:11](=[O:14])[NH:10][N:9]=[N:8][C:7]=2[CH:6]=1)([CH3:4])([CH3:3])[CH3:2].[C:15](=O)([O-])[O-].[K+].[K+].IC.[I-].[K+]. The catalyst is CC(C)=O. The product is [C:1]([C:5]1[Se:13][C:12]2[C:11](=[O:14])[N:10]([CH3:15])[N:9]=[N:8][C:7]=2[CH:6]=1)([CH3:4])([CH3:2])[CH3:3]. The yield is 0.470. (3) The yield is 0.390. The catalyst is C(Cl)Cl. The reactants are C(Cl)(=O)C(Cl)=O.CS(C)=O.[C:11]([O:15][C:16]([N:18]1[C:22]2[CH:23]=[CH:24][CH:25]=[CH:26][C:21]=2[N:20]=[C:19]1[CH2:27][N:28]([CH:34]1[C:43]2[N:42]=[CH:41][CH:40]=[CH:39][C:38]=2[CH2:37][CH2:36][CH2:35]1)[CH2:29][CH2:30][CH2:31][CH2:32][OH:33])=[O:17])([CH3:14])([CH3:13])[CH3:12].C(N(CC)CC)C. The product is [C:11]([O:15][C:16]([N:18]1[C:22]2[CH:23]=[CH:24][CH:25]=[CH:26][C:21]=2[N:20]=[C:19]1[CH2:27][N:28]([CH:34]1[C:43]2[N:42]=[CH:41][CH:40]=[CH:39][C:38]=2[CH2:37][CH2:36][CH2:35]1)[CH2:29][CH2:30][CH2:31][CH:32]=[O:33])=[O:17])([CH3:14])([CH3:12])[CH3:13]. (4) The reactants are Br[C:2]1[CH:3]=[CH:4][C:5]([N+:8]([O-:10])=[O:9])=[N:6][CH:7]=1.C([O-])([O-])=O.[K+].[K+].[N:17]1([C:23]([O:25][C:26]([CH3:29])([CH3:28])[CH3:27])=[O:24])[CH2:22][CH2:21][NH:20][CH2:19][CH2:18]1.O. The catalyst is CS(C)=O. The product is [N+:8]([C:5]1[N:6]=[CH:7][C:2]([N:20]2[CH2:19][CH2:18][N:17]([C:23]([O:25][C:26]([CH3:29])([CH3:28])[CH3:27])=[O:24])[CH2:22][CH2:21]2)=[CH:3][CH:4]=1)([O-:10])=[O:9]. The yield is 0.370. (5) The reactants are [NH2:1][C:2]1[N:6]([CH3:7])[C:5](=[O:8])[C:4]([C:15]2[CH:20]=[CH:19][CH:18]=[C:17]([O:21]C)[CH:16]=2)([C:9]2[CH:14]=[CH:13][N:12]=[CH:11][CH:10]=2)[N:3]=1.B(Br)(Br)Br. The catalyst is C(Cl)Cl. The product is [NH2:1][C:2]1[N:6]([CH3:7])[C:5](=[O:8])[C:4]([C:15]2[CH:20]=[CH:19][CH:18]=[C:17]([OH:21])[CH:16]=2)([C:9]2[CH:14]=[CH:13][N:12]=[CH:11][CH:10]=2)[N:3]=1. The yield is 0.790. (6) The reactants are [Cl:1][C:2]1[CH:7]=[CH:6][C:5]([CH2:8]Cl)=[CH:4][N:3]=1.[CH3:10][CH:11]1[CH2:13][NH:12]1.C(=O)([O-])[O-].[K+].[K+]. The catalyst is C(#N)C. The product is [Cl:1][C:2]1[CH:7]=[CH:6][C:5]([CH2:8][N:12]2[CH2:13][CH:11]2[CH3:10])=[CH:4][N:3]=1. The yield is 0.170. (7) The reactants are [Li]CCCC.[Si]([CH:10]=[N+:11]=[N-:12])(C)(C)C.[O:13]=[C:14]1[N:18]([C:19]([O:21][C:22]([CH3:25])([CH3:24])[CH3:23])=[O:20])[C@H:17]([C:26]([O:28][CH2:29][CH3:30])=[O:27])[CH2:16][CH2:15]1. The catalyst is C1COCC1. The product is [C:22]([O:21][C:19]([NH:18][C@@H:17]([CH2:16][CH2:15][C:14](=[O:13])[CH:10]=[N+:11]=[N-:12])[C:26]([O:28][CH2:29][CH3:30])=[O:27])=[O:20])([CH3:23])([CH3:25])[CH3:24]. The yield is 0.750. (8) The reactants are [CH:1]1([C:7]([C:9]2[O:17][C:16]3[C:11](=[N:12][CH:13]=[CH:14][CH:15]=3)[C:10]=2[CH3:18])=O)[CH2:6][CH2:5][CH2:4][CH2:3][CH2:2]1.[NH2:19][C:20]1[CH:29]=[CH:28][C:23]([C:24]([O:26][CH3:27])=[O:25])=[CH:22][CH:21]=1.C(=O)([O-])O.[Na+].C([BH3-])#N.[Na+]. The catalyst is O1CCCC1.[Ti](Cl)(Cl)(Cl)Cl.C(O)(=O)C.C(Cl)Cl.C(N(CC)CC)C. The product is [CH:1]1([CH:7]([NH:19][C:20]2[CH:21]=[CH:22][C:23]([C:24]([O:26][CH3:27])=[O:25])=[CH:28][CH:29]=2)[C:9]2[O:17][C:16]3[C:11](=[N:12][CH:13]=[CH:14][CH:15]=3)[C:10]=2[CH3:18])[CH2:6][CH2:5][CH2:4][CH2:3][CH2:2]1. The yield is 0.470. (9) The reactants are [CH2:1]([C:3]1[N:4]([C:28]2[CH:33]=[CH:32][C:31]([O:34][C:35]3([CH2:40][OH:41])[CH2:39][CH2:38][CH2:37][CH2:36]3)=[CH:30][CH:29]=2)[C:5](=[O:27])[C:6]([CH2:12][C:13]2[CH:18]=[CH:17][C:16]([C:19]3[C:20]([C:25]#[N:26])=[CH:21][CH:22]=[CH:23][CH:24]=3)=[CH:15][CH:14]=2)=[C:7]([CH2:9][CH2:10][CH3:11])[N:8]=1)[CH3:2].[N:42]1C(C)=CC=CC=1C.FC(F)(F)S(O[Si](C(C)(C)C)(C)C)(=O)=O.[C:65]([O:68]CC)(=[O:67])C. The catalyst is ClCCl. The product is [CH2:1]([C:3]1[N:4]([C:28]2[CH:33]=[CH:32][C:31]([O:34][C:35]3([CH2:40][OH:41])[CH2:36][CH2:37][CH2:38][CH2:39]3)=[CH:30][CH:29]=2)[C:5](=[O:27])[C:6]([CH2:12][C:13]2[CH:14]=[CH:15][C:16]([C:19]3[CH:24]=[CH:23][CH:22]=[CH:21][C:20]=3[C:25]3[NH:42][C:65](=[O:67])[O:68][N:26]=3)=[CH:17][CH:18]=2)=[C:7]([CH2:9][CH2:10][CH3:11])[N:8]=1)[CH3:2]. The yield is 0.580. (10) The reactants are [Br:1][C:2]1[CH:3]=[CH:4][C:5]([O:20][CH3:21])=[C:6]([C:8]([CH3:19])([CH3:18])[CH2:9][C:10]([OH:17])([C:13]([F:16])([F:15])[F:14])[CH:11]=O)[CH:7]=1.[NH2:22][C:23]1[CH:31]=[CH:30][CH:29]=[C:28]2[C:24]=1[CH:25]=[N:26][NH:27]2.C1(C)C=CC=CC=1. The catalyst is C(O)(=O)C. The product is [F:14][C:13]([F:15])([F:16])[C:10]([CH:11]=[N:22][C:23]1[CH:31]=[CH:30][CH:29]=[C:28]2[C:24]=1[CH:25]=[N:26][NH:27]2)([OH:17])[CH2:9][C:8]([C:6]1[CH:7]=[C:2]([Br:1])[CH:3]=[CH:4][C:5]=1[O:20][CH3:21])([CH3:18])[CH3:19]. The yield is 0.895.